Dataset: Reaction yield outcomes from USPTO patents with 853,638 reactions. Task: Predict the reaction yield, written as a fraction of the theoretical maximum amount of product (1.0 means a 100% yield; for example, 0.34 means a 34% yield). (1) The reactants are C(OC([N:8]([O:27]C(OC(C)(C)C)=O)[C:9]1([CH3:26])[C:13](=[O:14])[N:12]([CH3:15])[N:11]=[C:10]1[C:16]1[CH:21]=[CH:20][CH:19]=[CH:18][C:17]=1[C:22]([F:25])([F:24])[F:23])=O)(C)(C)C. The catalyst is C(Cl)Cl. The product is [OH:27][NH:8][C:9]1([CH3:26])[C:13](=[O:14])[N:12]([CH3:15])[N:11]=[C:10]1[C:16]1[CH:21]=[CH:20][CH:19]=[CH:18][C:17]=1[C:22]([F:25])([F:23])[F:24]. The yield is 0.630. (2) The reactants are [N:1]([CH2:4][CH:5]1[CH2:9][C:8]2[CH:10]=[C:11]([CH3:20])[CH:12]=[C:13]([C:14]3[CH:19]=[CH:18][CH:17]=[CH:16][CH:15]=3)[C:7]=2[O:6]1)=[N+]=[N-].C1(P(C2C=CC=CC=2)C2C=CC=CC=2)C=CC=CC=1. No catalyst specified. The product is [CH3:20][C:11]1[CH:12]=[C:13]([C:14]2[CH:19]=[CH:18][CH:17]=[CH:16][CH:15]=2)[C:7]2[O:6][CH:5]([CH2:4][NH2:1])[CH2:9][C:8]=2[CH:10]=1. The yield is 0.610. (3) The reactants are Br[CH2:2][CH:3]([C:5]1[CH:10]=[CH:9][C:8]([CH2:11][CH3:12])=[CH:7][N:6]=1)[OH:4].C(=O)([O-])[O-].[K+].[K+]. The catalyst is CO. The product is [CH2:11]([C:8]1[CH:9]=[CH:10][C:5]([CH:3]2[CH2:2][O:4]2)=[N:6][CH:7]=1)[CH3:12]. The yield is 0.900.